This data is from Catalyst prediction with 721,799 reactions and 888 catalyst types from USPTO. The task is: Predict which catalyst facilitates the given reaction. (1) Reactant: [CH2:1]([O:4][N:5]=[C:6]([C:11]([O:13]C)=[O:12])[C:7]([O:9]C)=[O:8])[CH:2]=[CH2:3].[OH-].[Na+].[N+]([O-])(O)=O.[N+]([O-])([O-])=O.[Ag+:25]. Product: [CH2:1]([O:4][N:5]=[C:6]([C:11]([O-:13])=[O:12])[C:7]([O-:9])=[O:8])[CH:2]=[CH2:3].[Ag+2:25]. The catalyst class is: 6. (2) Reactant: [F:1][C:2]1[C:3]([CH3:27])=[C:4]([C:8]2[CH:17]=[C:16]3[C:11]([CH:12]=[C:13]([NH:18]C(=O)OC(C)(C)C)[N:14]=[CH:15]3)=[C:10]([CH3:26])[N:9]=2)[CH:5]=[N:6][CH:7]=1.FC(F)(F)C(O)=O. Product: [F:1][C:2]1[C:3]([CH3:27])=[C:4]([C:8]2[CH:17]=[C:16]3[C:11]([CH:12]=[C:13]([NH2:18])[N:14]=[CH:15]3)=[C:10]([CH3:26])[N:9]=2)[CH:5]=[N:6][CH:7]=1. The catalyst class is: 26. (3) Reactant: Cl.[CH2:2]([O:4][C:5](=[O:11])[C@H:6]([CH:8]([CH3:10])[CH3:9])[NH2:7])[CH3:3].[O:12]1[CH:16]=[CH:15][CH:14]=[C:13]1[C:17]1[O:21][C:20](=[O:22])[C:19]2([CH2:27][CH2:26][CH2:25][CH2:24][CH2:23]2)[N:18]=1.C(N(C(C)C)CC)(C)C. Product: [CH2:2]([O:4][C:5](=[O:11])[C@H:6]([CH:8]([CH3:10])[CH3:9])[NH:7][C:20]([C:19]1([NH:18][C:17]([C:13]2[O:12][CH:16]=[CH:15][CH:14]=2)=[O:21])[CH2:23][CH2:24][CH2:25][CH2:26][CH2:27]1)=[O:22])[CH3:3]. The catalyst class is: 9. (4) Reactant: [O:1]=[C:2]1[NH:6][C@@H:5]([C:7]([O:9][CH2:10][CH3:11])=[O:8])[CH2:4][CH2:3]1.Cl[C:13]([O:15][CH2:16][C:17]1[CH:22]=[CH:21][CH:20]=[CH:19][CH:18]=1)=[O:14]. Product: [O:1]=[C:2]1[N:6]([C:13]([O:15][CH2:16][C:17]2[CH:22]=[CH:21][CH:20]=[CH:19][CH:18]=2)=[O:14])[C@@H:5]([C:7]([O:9][CH2:10][CH3:11])=[O:8])[CH2:4][CH2:3]1. The catalyst class is: 1.